From a dataset of Full USPTO retrosynthesis dataset with 1.9M reactions from patents (1976-2016). Predict the reactants needed to synthesize the given product. (1) Given the product [C:39]([C:43]1[O:47][N:46]=[C:45]([NH:48][C:31]([NH:4][C:3]2[CH:5]=[CH:6][C:7]([O:9][C:10]3[C:11]4[N:18]([CH3:19])[CH:17]=[CH:16][C:12]=4[N:13]=[CH:14][N:15]=3)=[CH:8][C:2]=2[Cl:1])=[O:37])[CH:44]=1)([CH3:42])([CH3:41])[CH3:40], predict the reactants needed to synthesize it. The reactants are: [Cl:1][C:2]1[CH:8]=[C:7]([O:9][C:10]2[C:11]3[N:18]([CH3:19])[CH:17]=[CH:16][C:12]=3[N:13]=[CH:14][N:15]=2)[CH:6]=[CH:5][C:3]=1[NH2:4].C(N(CC)CC)C.ClC(Cl)(O[C:31](=[O:37])OC(Cl)(Cl)Cl)Cl.[C:39]([C:43]1[O:47][N:46]=[C:45]([NH2:48])[CH:44]=1)([CH3:42])([CH3:41])[CH3:40]. (2) The reactants are: [CH3:1][O:2][C:3](=[O:18])[CH2:4][CH2:5][CH:6]([N:8]1[C:12]2[CH:13]=[CH:14][CH:15]=[CH:16][C:11]=2[NH:10][C:9]1=[O:17])[CH3:7].[I-].[CH3:20][N:21]1[C:29]2[C:24](=[C:25]([CH3:30])[CH:26]=[CH:27][CH:28]=2)[C:23]([CH2:31][N+](C)(C)C)=[CH:22]1.C([O-])([O-])=O.[K+].[K+]. Given the product [CH3:1][O:2][C:3](=[O:18])[CH2:4][CH2:5][CH:6]([N:8]1[C:12]2[CH:13]=[CH:14][CH:15]=[CH:16][C:11]=2[N:10]([CH2:31][CH:23]2[C:24]3[C:29](=[CH:28][CH:27]=[CH:26][C:25]=3[CH3:30])[N:21]([CH3:20])[CH2:22]2)[C:9]1=[O:17])[CH3:7], predict the reactants needed to synthesize it. (3) Given the product [CH2:1]([S:5][C:6]([C:8]1([C:11](=[O:14])[CH2:12][P:17]([O:18][CH3:19])([O:16][CH3:15])=[O:20])[CH2:10][CH2:9]1)=[O:7])[CH2:2][CH2:3][CH3:4], predict the reactants needed to synthesize it. The reactants are: [CH2:1]([S:5][C:6]([C:8]1([C:11](=[O:14])[CH2:12]Br)[CH2:10][CH2:9]1)=[O:7])[CH2:2][CH2:3][CH3:4].[CH3:15][O:16][P:17]([O:20]C)[O:18][CH3:19]. (4) Given the product [O:30]=[C:31]1[NH:35][CH:34]([CH2:36][C:37]([N:27]2[CH2:26][CH2:25][N:24]([C:20]3[CH:19]=[C:18]([CH2:17][NH:16][C:14]([C:6]4[NH:5][C:4](=[O:3])[C:13]5[C:8](=[CH:9][CH:10]=[CH:11][CH:12]=5)[N:7]=4)=[O:15])[CH:23]=[CH:22][CH:21]=3)[CH2:29][CH2:28]2)=[O:38])[C:33](=[O:40])[NH:32]1, predict the reactants needed to synthesize it. The reactants are: Cl.Cl.[O:3]=[C:4]1[C:13]2[C:8](=[CH:9][CH:10]=[CH:11][CH:12]=2)[N:7]=[C:6]([C:14]([NH:16][CH2:17][C:18]2[CH:23]=[CH:22][CH:21]=[C:20]([N:24]3[CH2:29][CH2:28][NH:27][CH2:26][CH2:25]3)[CH:19]=2)=[O:15])[NH:5]1.[O:30]=[C:31]1[NH:35][CH:34]([CH2:36][C:37](O)=[O:38])[C:33](=[O:40])[NH:32]1.Cl.CN(C)CCCN=C=NCC.ON1C2C=CC=CC=2N=N1.C(N(CC)CC)C. (5) Given the product [C:30]1([C:24]2[S:21][C:20]([NH:19][C:16]3[CH:15]=[CH:14][CH:13]=[C:12]4[C:17]=3[CH2:18][CH:9]([OH:8])[CH2:10][CH2:11]4)=[N:22][CH:25]=2)[CH:35]=[CH:34][CH:33]=[CH:32][CH:31]=1, predict the reactants needed to synthesize it. The reactants are: [Si]([O:8][CH:9]1[CH2:18][C:17]2[C:16]([NH:19][C:20]([NH2:22])=[S:21])=[CH:15][CH:14]=[CH:13][C:12]=2[CH2:11][CH2:10]1)(C(C)(C)C)(C)C.Br[CH:24]([C:30]1[CH:35]=[CH:34][CH:33]=[CH:32][CH:31]=1)[CH:25](OC)OC. (6) Given the product [O:11]=[C:12]1[CH:13]=[CH:14][N:6]2[N:5]=[CH:4][C:3]([C:7]#[N:8])=[C:2]2[NH:1]1, predict the reactants needed to synthesize it. The reactants are: [NH2:1][C:2]1[NH:6][N:5]=[CH:4][C:3]=1[C:7]#[N:8].C([O:11][CH:12]=[CH:13][C:14](OCC)=O)C.C([O-])([O-])=O.[Cs+].[Cs+].Cl. (7) Given the product [C:1]([C:5]1[N:6]=[C:7]([N:21]2[CH2:25][CH2:24][CH:23]([OH:26])[CH2:22]2)[C:8]2[N:13]=[N:12][N:11]([CH2:14][C:15]3[N:19]([CH3:20])[N:18]=[N:17][N:16]=3)[C:9]=2[N:10]=1)([CH3:4])([CH3:2])[CH3:3], predict the reactants needed to synthesize it. The reactants are: [C:1]([C:5]1[N:6]=[C:7]([N:21]2[CH2:25][CH2:24][C@@H:23]([OH:26])[CH2:22]2)[C:8]2[N:13]=[N:12][N:11]([CH2:14][C:15]3[N:19]([CH3:20])[N:18]=[N:17][N:16]=3)[C:9]=2[N:10]=1)([CH3:4])([CH3:3])[CH3:2].C(N1C2N=C(C(C)(C)C)N=C(N3CCC(O)C3)C=2N=N1)C1C=CC=CC=1.ClCC1N(C)N=NN=1. (8) Given the product [Br:1][C:2]1[CH:3]=[C:4]([C:8]2[C:17]([C:18](=[O:20])[CH3:19])=[C:11]3[CH:12]=[CH:13][CH:14]=[C:15]([N:21]4[CH2:25][CH2:24][CH2:23][CH2:22]4)[N:10]3[N:9]=2)[CH:5]=[CH:6][CH:7]=1, predict the reactants needed to synthesize it. The reactants are: [Br:1][C:2]1[CH:3]=[C:4]([C:8]2[C:17]([C:18](=[O:20])[CH3:19])=[C:11]3[CH:12]=[CH:13][CH:14]=[C:15](Cl)[N:10]3[N:9]=2)[CH:5]=[CH:6][CH:7]=1.[NH:21]1[CH2:25][CH2:24][CH2:23][CH2:22]1. (9) Given the product [CH2:6]([O:13][C:14]1[CH:31]=[CH:30][C:29]2[C@@H:28]3[C@H:19]([C@H:20]4[C@@:24]([CH2:26][CH2:27]3)([CH3:25])[C:23]([C:32]([F:34])([F:35])[F:33])=[CH:22][CH:21]4[CH2:37][CH2:38][CH2:39][CH2:40][O:41][C:42](=[O:47])[C:43]([CH3:46])([CH3:45])[CH3:44])[CH2:18][CH2:17][C:16]=2[CH:15]=1)[C:7]1[CH:12]=[CH:11][CH:10]=[CH:9][CH:8]=1, predict the reactants needed to synthesize it. The reactants are: P(Cl)(Cl)(Cl)=O.[CH2:6]([O:13][C:14]1[CH:31]=[CH:30][C:29]2[C@@H:28]3[C@H:19]([C@H:20]4[C@@:24]([CH2:26][CH2:27]3)([CH3:25])[C:23](O)([C:32]([F:35])([F:34])[F:33])[CH2:22][CH:21]4[CH2:37][CH2:38][CH2:39][CH2:40][O:41][C:42](=[O:47])[C:43]([CH3:46])([CH3:45])[CH3:44])[CH2:18][CH2:17][C:16]=2[CH:15]=1)[C:7]1[CH:12]=[CH:11][CH:10]=[CH:9][CH:8]=1.